Predict the reaction yield, written as a fraction of the theoretical maximum amount of product (1.0 means a 100% yield; for example, 0.34 means a 34% yield). From a dataset of Reaction yield outcomes from USPTO patents with 853,638 reactions. (1) The product is [CH3:12][N:3]1[C:11]2[C:6](=[CH:7][CH:8]=[CH:9][CH:10]=2)[CH2:5][CH2:4]1. The reactants are [H-].[Na+].[NH:3]1[C:11]2[C:6](=[CH:7][CH:8]=[CH:9][CH:10]=2)[CH2:5][CH2:4]1.[CH3:12]I. The yield is 0.600. The catalyst is O1CCCC1.C(O)C. (2) The reactants are [F:1][C:2]([F:19])([O:7][C:8]1[CH:18]=[CH:17][C:11]([C:12](OCC)=[O:13])=[CH:10][CH:9]=1)[C:3]([F:6])([F:5])[F:4].O.[NH2:21][NH2:22]. The catalyst is CCO. The yield is 0.730. The product is [F:1][C:2]([F:19])([O:7][C:8]1[CH:18]=[CH:17][C:11]([C:12]([NH:21][NH2:22])=[O:13])=[CH:10][CH:9]=1)[C:3]([F:6])([F:5])[F:4]. (3) The reactants are Br[C:2]1[CH:7]=[CH:6][CH:5]=[C:4]([Cl:8])[CH:3]=1.[CH3:9][C:10]([OH:14])([C:12]#[CH:13])[CH3:11]. The catalyst is C1(C=CC=CC=1)[P](C1C=CC=CC=1)(C1C=CC=CC=1)[Pd][P](C1C=CC=CC=1)(C1C=CC=CC=1)C1C=CC=CC=1.[Cu]I.C(N(CC)CC)C. The product is [Cl:8][C:4]1[CH:3]=[C:2]([C:13]#[C:12][C:10]([CH3:11])([OH:14])[CH3:9])[CH:7]=[CH:6][CH:5]=1. The yield is 0.940. (4) The reactants are [CH3:1][O:2][CH2:3][CH2:4][CH2:5][O:6][C:7]1[CH:12]=[CH:11][N:10]=[C:9]([CH2:13][S:14][C:15]2[NH:19][C:18]3[CH:20]=[CH:21][CH:22]=[CH:23][C:17]=3[N:16]=2)[C:8]=1[CH3:24].[OH-:25].[Na+].O. The catalyst is ClCCl. The product is [CH3:1][O:2][CH2:3][CH2:4][CH2:5][O:6][C:7]1[CH:12]=[CH:11][N:10]=[C:9]([CH2:13][S:14]([C:15]2[NH:16][C:17]3[CH:23]=[CH:22][CH:21]=[CH:20][C:18]=3[N:19]=2)=[O:25])[C:8]=1[CH3:24]. The yield is 0.414. (5) The reactants are [OH:1][CH:2]([C:18]1[C:27]2[C:22](=[CH:23][CH:24]=[CH:25][CH:26]=2)[CH:21]=[CH:20][CH:19]=1)[CH:3]([CH2:7][C:8]1[CH:13]=[CH:12][C:11]([C:14]([F:17])([F:16])[F:15])=[CH:10][CH:9]=1)C(O)=O.C1(P(N=[N+]=[N-])(C2C=CC=CC=2)=[O:35])C=CC=CC=1.C([N:47]([CH2:50]C)CC)C. The catalyst is O1CCCC1.O. The product is [C:18]1([CH:2]2[O:1][C:50](=[O:35])[NH:47][CH:3]2[CH2:7][C:8]2[CH:9]=[CH:10][C:11]([C:14]([F:15])([F:17])[F:16])=[CH:12][CH:13]=2)[C:27]2[C:22](=[CH:23][CH:24]=[CH:25][CH:26]=2)[CH:21]=[CH:20][CH:19]=1. The yield is 0.840. (6) The reactants are [Li]CCCC.[CH3:6][O:7][C:8]1[CH:12]=[CH:11][S:10][CH:9]=1.Cl[Si:14]([CH3:17])([CH3:16])[CH3:15]. The catalyst is CCOCC. The product is [CH3:15][Si:14]([CH3:17])([CH3:16])[C:9]1[S:10][CH:11]=[CH:12][C:8]=1[O:7][CH3:6]. The yield is 0.820. (7) The reactants are Br[C:2]1[CH:3]=[N:4][CH:5]=[C:6]2[C:11]=1[N:10]=[C:9]([C:12]([N:14]1[CH2:18][CH2:17][CH:16]([OH:19])[CH2:15]1)=[O:13])[CH:8]=[CH:7]2.[Cl:20][C:21]1[CH:26]=[CH:25][C:24](B(O)O)=[CH:23][C:22]=1[F:30].C(=O)([O-])[O-].[Cs+].[Cs+]. The catalyst is O1CCOCC1.O.C1(P([C-]2C=CC=C2)C2C=CC=CC=2)C=CC=CC=1.[C-]1(P(C2C=CC=CC=2)C2C=CC=CC=2)C=CC=C1.[Fe+2].[Pd](Cl)Cl. The product is [Cl:20][C:21]1[CH:26]=[CH:25][C:24]([C:2]2[CH:3]=[N:4][CH:5]=[C:6]3[C:11]=2[N:10]=[C:9]([C:12]([N:14]2[CH2:18][CH2:17][CH:16]([OH:19])[CH2:15]2)=[O:13])[CH:8]=[CH:7]3)=[CH:23][C:22]=1[F:30]. The yield is 0.940.